From a dataset of NCI-60 drug combinations with 297,098 pairs across 59 cell lines. Regression. Given two drug SMILES strings and cell line genomic features, predict the synergy score measuring deviation from expected non-interaction effect. (1) Cell line: CAKI-1. Drug 1: CC1=CC2C(CCC3(C2CCC3(C(=O)C)OC(=O)C)C)C4(C1=CC(=O)CC4)C. Synergy scores: CSS=6.80, Synergy_ZIP=-4.36, Synergy_Bliss=-6.70, Synergy_Loewe=-23.8, Synergy_HSA=-10.2. Drug 2: C1C(C(OC1N2C=NC(=NC2=O)N)CO)O. (2) Drug 1: CNC(=O)C1=CC=CC=C1SC2=CC3=C(C=C2)C(=NN3)C=CC4=CC=CC=N4. Drug 2: CCCS(=O)(=O)NC1=C(C(=C(C=C1)F)C(=O)C2=CNC3=C2C=C(C=N3)C4=CC=C(C=C4)Cl)F. Cell line: MOLT-4. Synergy scores: CSS=11.9, Synergy_ZIP=-8.04, Synergy_Bliss=-7.69, Synergy_Loewe=-20.0, Synergy_HSA=-6.84. (3) Drug 1: CNC(=O)C1=CC=CC=C1SC2=CC3=C(C=C2)C(=NN3)C=CC4=CC=CC=N4. Drug 2: CC1CCC2CC(C(=CC=CC=CC(CC(C(=O)C(C(C(=CC(C(=O)CC(OC(=O)C3CCCCN3C(=O)C(=O)C1(O2)O)C(C)CC4CCC(C(C4)OC)OCCO)C)C)O)OC)C)C)C)OC. Cell line: TK-10. Synergy scores: CSS=11.9, Synergy_ZIP=-7.31, Synergy_Bliss=-2.77, Synergy_Loewe=-9.60, Synergy_HSA=-2.36. (4) Synergy scores: CSS=10.5, Synergy_ZIP=2.23, Synergy_Bliss=9.84, Synergy_Loewe=-2.06, Synergy_HSA=2.17. Cell line: RPMI-8226. Drug 1: CS(=O)(=O)C1=CC(=C(C=C1)C(=O)NC2=CC(=C(C=C2)Cl)C3=CC=CC=N3)Cl. Drug 2: CN(C)N=NC1=C(NC=N1)C(=O)N.